This data is from Reaction yield outcomes from USPTO patents with 853,638 reactions. The task is: Predict the reaction yield, written as a fraction of the theoretical maximum amount of product (1.0 means a 100% yield; for example, 0.34 means a 34% yield). (1) The reactants are [Br:1][C:2]1[CH:7]=[CH:6][N:5]=[C:4]2[NH:8][CH:9]=[C:10]([CH2:11]N(C)C)[C:3]=12.C1N2CN3CN(C2)CN1C3.[OH2:25]. The catalyst is C(O)(=O)CC. The product is [Br:1][C:2]1[CH:7]=[CH:6][N:5]=[C:4]2[NH:8][CH:9]=[C:10]([CH:11]=[O:25])[C:3]=12. The yield is 0.790. (2) The reactants are [CH2:1]([O:3][C:4]([C:6]1[N:7]([CH3:16])[N:8]=[CH:9][C:10]=1[C:11]([O:13]CC)=[O:12])=[O:5])[CH3:2].[OH-].[Na+]. No catalyst specified. The product is [CH2:1]([O:3][C:4]([C:6]1[N:7]([CH3:16])[N:8]=[CH:9][C:10]=1[C:11]([OH:13])=[O:12])=[O:5])[CH3:2]. The yield is 0.740. (3) The yield is 0.740. The product is [CH3:16][N:5]1[C:6]([C:7]2[CH:8]=[C:9]([C:12]([O:14][CH3:15])=[O:13])[S:10][CH:11]=2)=[C:2]([C:22]([F:25])([F:24])[F:23])[CH:3]=[N:4]1. The reactants are I[C:2]1[CH:3]=[N:4][N:5]([CH3:16])[C:6]=1[C:7]1[CH:8]=[C:9]([C:12]([O:14][CH3:15])=[O:13])[S:10][CH:11]=1.[F-].[K+].C([Si](CC)(CC)[C:22]([F:25])([F:24])[F:23])C. The catalyst is CN(C=O)C.CN(P(N(C)C)(N(C)C)=O)C.[Cu]I.